This data is from Reaction yield outcomes from USPTO patents with 853,638 reactions. The task is: Predict the reaction yield, written as a fraction of the theoretical maximum amount of product (1.0 means a 100% yield; for example, 0.34 means a 34% yield). The reactants are [CH2:1]([O:3][C:4](=[O:23])[CH2:5][C:6]1[CH:11]=[CH:10][C:9]([NH:12][C:13]([O:15][CH2:16][C:17]2[CH:22]=[CH:21][CH:20]=[CH:19][CH:18]=2)=[O:14])=[CH:8][CH:7]=1)[CH3:2].C=O.[C:26](=O)([O-])[O-].[K+].[K+]. The catalyst is [I-].C([N+](CCCC)(CCCC)CCCC)CCC.C1(C)C=CC=CC=1. The product is [CH2:1]([O:3][C:4](=[O:23])[C:5]([C:6]1[CH:11]=[CH:10][C:9]([NH:12][C:13]([O:15][CH2:16][C:17]2[CH:18]=[CH:19][CH:20]=[CH:21][CH:22]=2)=[O:14])=[CH:8][CH:7]=1)=[CH2:26])[CH3:2]. The yield is 0.450.